Dataset: Peptide-MHC class I binding affinity with 185,985 pairs from IEDB/IMGT. Task: Regression. Given a peptide amino acid sequence and an MHC pseudo amino acid sequence, predict their binding affinity value. This is MHC class I binding data. The peptide sequence is FAVGLLFRR. The MHC is HLA-A68:01 with pseudo-sequence HLA-A68:01. The binding affinity (normalized) is 0.947.